Dataset: Full USPTO retrosynthesis dataset with 1.9M reactions from patents (1976-2016). Task: Predict the reactants needed to synthesize the given product. (1) Given the product [O:1]1[CH2:5][CH2:4][CH:3]([CH2:6][C:7]([NH:11][NH2:12])=[O:9])[CH2:2]1, predict the reactants needed to synthesize it. The reactants are: [O:1]1[CH2:5][CH2:4][CH:3]([CH2:6][C:7]([O:9]C)=O)[CH2:2]1.[NH2:11][NH2:12].O. (2) Given the product [ClH:1].[CH:20]1([C:19]2[C:14]([NH:13][CH2:12][CH2:11][CH2:10][NH:8][CH3:7])=[N:15][C:16]([NH:23][C:24]3[CH:25]=[N:26][C:27]([N:30]4[CH2:35][CH2:34][O:33][CH2:32][CH2:31]4)=[CH:28][CH:29]=3)=[N:17][CH:18]=2)[CH2:22][CH2:21]1, predict the reactants needed to synthesize it. The reactants are: [ClH:1].C(O[C:7](=O)[N:8]([CH2:10][CH2:11][CH2:12][NH:13][C:14]1[C:19]([CH:20]2[CH2:22][CH2:21]2)=[CH:18][N:17]=[C:16]([NH:23][C:24]2[CH:25]=[N:26][C:27]([N:30]3[CH2:35][CH2:34][O:33][CH2:32][CH2:31]3)=[CH:28][CH:29]=2)[N:15]=1)C)(C)(C)C. (3) Given the product [F:29][CH:2]([F:1])[O:3][C:4]1[CH:5]=[C:6]([C:11]2[O:12][CH:13]=[C:14]([CH2:16][NH:17][C:18](=[O:28])[C:19]3[CH:24]=[CH:23][CH:22]=[CH:21][C:20]=3[O:25][CH2:26][CH3:27])[N:15]=2)[CH:7]=[CH:8][C:9]=1[O:10][CH2:31][CH2:32][CH3:33], predict the reactants needed to synthesize it. The reactants are: [F:1][CH:2]([F:29])[O:3][C:4]1[CH:5]=[C:6]([C:11]2[O:12][CH:13]=[C:14]([CH2:16][NH:17][C:18](=[O:28])[C:19]3[CH:24]=[CH:23][CH:22]=[CH:21][C:20]=3[O:25][CH2:26][CH3:27])[N:15]=2)[CH:7]=[CH:8][C:9]=1[OH:10].Br[CH2:31][CH2:32][CH3:33]. (4) Given the product [F:1][C:2]1[CH:30]=[CH:29][CH:28]=[CH:27][C:3]=1[CH2:4][N:5]1[C:9]2=[N:10][CH:11]=[CH:12][CH:13]=[C:8]2[C:7]([C:14]2[N:15]=[C:16]([C:32]#[N:33])[C:17]3[C:22]([CH3:24])([CH3:23])[C:21](=[O:25])[NH:20][C:18]=3[N:19]=2)=[N:6]1, predict the reactants needed to synthesize it. The reactants are: [F:1][C:2]1[CH:30]=[CH:29][CH:28]=[CH:27][C:3]=1[CH2:4][N:5]1[C:9]2=[N:10][CH:11]=[CH:12][CH:13]=[C:8]2[C:7]([C:14]2[N:15]=[C:16](I)[C:17]3[C:22]([CH3:24])([CH3:23])[C:21](=[O:25])[NH:20][C:18]=3[N:19]=2)=[N:6]1.[Cu][C:32]#[N:33].[Cl-].[NH4+].N.